Task: Predict the reaction yield, written as a fraction of the theoretical maximum amount of product (1.0 means a 100% yield; for example, 0.34 means a 34% yield).. Dataset: Reaction yield outcomes from USPTO patents with 853,638 reactions No catalyst specified. The reactants are [F:1][CH2:2][CH2:3][NH:4][C:5]1[CH:10]=[CH:9][N:8]=[C:7]([NH2:11])[CH:6]=1.Br[CH2:13][C:14]([C:16]1[CH:21]=[CH:20][C:19]([OH:22])=[CH:18][CH:17]=1)=O. The yield is 0.110. The product is [F:1][CH2:2][CH2:3][NH:4][C:5]1[CH:10]=[CH:9][N:8]2[CH:13]=[C:14]([C:16]3[CH:21]=[CH:20][C:19]([OH:22])=[CH:18][CH:17]=3)[N:11]=[C:7]2[CH:6]=1.